Dataset: Full USPTO retrosynthesis dataset with 1.9M reactions from patents (1976-2016). Task: Predict the reactants needed to synthesize the given product. (1) Given the product [CH:29]1([NH:36][C:2]2[N:4]=[C:5]([NH:13][C:14]3[CH:15]=[CH:26][C:27]([O:49][CH3:46])=[C:20]([F:19])[CH:16]=3)[N:7]=[C:8]([N:44]([CH3:45])[CH:41]3[CH2:42][CH2:43][N:38]([CH3:37])[CH2:39][CH2:40]3)[N:1]=2)[CH2:35][CH2:34][CH2:33][CH2:32][CH2:31][CH2:30]1, predict the reactants needed to synthesize it. The reactants are: [N:1]1[C:8](Cl)=[N:7][C:5](Cl)=[N:4][C:2]=1Cl.C([N:13](CC)[CH:14]([CH3:16])[CH3:15])(C)C.[F:19][C:20]1C=C(C=[CH:26][C:27]=1N)OC.[CH:29]1([NH2:36])[CH2:35][CH2:34][CH2:33][CH2:32][CH2:31][CH2:30]1.[CH3:37][N:38]1[CH2:43][CH2:42][CH:41]([NH:44][CH3:45])[CH2:40][CH2:39]1.[C:46](=[O:49])(O)[O-].[Na+]. (2) Given the product [C:4]1([CH:8]=[CH:9][C:8]([C:4]2[CH:5]=[CH:6][CH:7]=[CH:2][CH:3]=2)=[O:10])[CH:5]=[CH:6][CH:7]=[CH:2][CH:3]=1, predict the reactants needed to synthesize it. The reactants are: O[C:2]1[CH:3]=[C:4]([C:8](=[O:10])[CH3:9])[CH:5]=[CH:6][CH:7]=1.[OH-].[K+]. (3) Given the product [Br:13][C:8]1[C:9]([O:11][CH3:12])=[CH:10][C:5]([C:3]2[N:29]=[CH:27][O:28][CH:2]=2)=[CH:6][C:7]=1[O:14][CH3:15], predict the reactants needed to synthesize it. The reactants are: Br[CH2:2][C:3]([C:5]1[CH:10]=[C:9]([O:11][CH3:12])[C:8]([Br:13])=[C:7]([O:14][CH3:15])[CH:6]=1)=O.CCOC(C)=O.C([O-])(O)=O.[Na+].[CH:27]([NH2:29])=[O:28]. (4) The reactants are: [CH3:1][O:2][C:3]1[CH:4]=[C:5]([CH2:9][CH:10]([CH2:15][CH2:16][CH3:17])[CH2:11][C:12]([OH:14])=O)[CH:6]=[CH:7][CH:8]=1.C(Cl)(=O)C(Cl)=O.[Al+3].[Cl-].[Cl-].[Cl-]. Given the product [CH3:1][O:2][C:3]1[CH:4]=[C:5]2[C:6](=[CH:7][CH:8]=1)[C:12](=[O:14])[CH2:11][CH:10]([CH2:15][CH2:16][CH3:17])[CH2:9]2, predict the reactants needed to synthesize it.